Dataset: Peptide-MHC class I binding affinity with 185,985 pairs from IEDB/IMGT. Task: Regression. Given a peptide amino acid sequence and an MHC pseudo amino acid sequence, predict their binding affinity value. This is MHC class I binding data. (1) The peptide sequence is ASPVAQSYL. The MHC is HLA-A01:01 with pseudo-sequence HLA-A01:01. The binding affinity (normalized) is 0.349. (2) The peptide sequence is FQNWGIESI. The MHC is BoLA-HD6 with pseudo-sequence BoLA-HD6. The binding affinity (normalized) is 0.560. (3) The peptide sequence is ATNNLGFMY. The MHC is HLA-A69:01 with pseudo-sequence HLA-A69:01. The binding affinity (normalized) is 0.0847.